From a dataset of Full USPTO retrosynthesis dataset with 1.9M reactions from patents (1976-2016). Predict the reactants needed to synthesize the given product. (1) Given the product [CH3:16][O:17][CH2:18][CH2:19][CH2:20][O:1][C:2]1[CH:9]=[CH:8][CH:7]=[CH:6][C:3]=1[CH:4]=[O:5].[S:22]([C:25]1[CH:30]=[CH:29][C:28]([CH3:31])=[CH:27][CH:26]=1)([O-:24])(=[O:23])=[O:21], predict the reactants needed to synthesize it. The reactants are: [OH:1][C:2]1[CH:9]=[CH:8][CH:7]=[CH:6][C:3]=1[CH:4]=[O:5].C(=O)([O-])[O-].[K+].[K+].[CH3:16][O:17][CH2:18][CH2:19][CH2:20][O:21][S:22]([C:25]1[CH:30]=[CH:29][C:28]([CH3:31])=[CH:27][CH:26]=1)(=[O:24])=[O:23]. (2) Given the product [NH:7]1[C:15]2[C:10](=[CH:11][CH:12]=[CH:13][CH:14]=2)[C:9]([C:1](=[O:5])[C:2]([OH:18])=[O:3])=[CH:8]1, predict the reactants needed to synthesize it. The reactants are: [C:1](Cl)(=[O:5])[C:2](Cl)=[O:3].[NH:7]1[C:15]2[C:10](=[CH:11][CH:12]=[CH:13][CH:14]=2)[CH:9]=[CH:8]1.CC[O:18]CC. (3) Given the product [CH2:1]([NH:6][S:15]([CH3:14])(=[O:17])=[O:16])[C:2]([CH3:5])([CH3:4])[CH3:3], predict the reactants needed to synthesize it. The reactants are: [CH2:1]([NH2:6])[C:2]([CH3:5])([CH3:4])[CH3:3].C(N(CC)CC)C.[CH3:14][S:15](Cl)(=[O:17])=[O:16]. (4) Given the product [CH3:40][C:41]1[C:45]([NH:46][C:32]([NH:19][C:18]2[CH:17]=[CH:16][C:15]([C:12]3[N:11]=[C:10]([N:22]4[CH2:27][CH2:26][O:25][CH2:24][CH2:23]4)[C:9]4[C:14](=[C:5]5[CH:4]=[CH:3][N:2]([CH3:1])[C:6]5=[CH:7][CH:8]=4)[N:13]=3)=[CH:21][CH:20]=2)=[O:38])=[C:44]([CH3:47])[O:43][N:42]=1, predict the reactants needed to synthesize it. The reactants are: [CH3:1][N:2]1[C:6]2=[CH:7][CH:8]=[C:9]3[C:14]([N:13]=[C:12]([C:15]4[CH:21]=[CH:20][C:18]([NH2:19])=[CH:17][CH:16]=4)[N:11]=[C:10]3[N:22]3[CH2:27][CH2:26][O:25][CH2:24][CH2:23]3)=[C:5]2[CH:4]=[CH:3]1.ClC(Cl)(O[C:32](=[O:38])OC(Cl)(Cl)Cl)Cl.[CH3:40][C:41]1[C:45]([NH2:46])=[C:44]([CH3:47])[O:43][N:42]=1. (5) Given the product [CH2:20]([O:22][C:23](=[O:29])[CH2:24][CH2:25][CH2:26][CH2:27][N:8]([CH2:9][C@H:10]([OH:19])[CH2:11][O:12][C:13]1[CH:18]=[CH:17][CH:16]=[CH:15][CH:14]=1)[CH2:1][C:2]1[CH:3]=[CH:4][CH:5]=[CH:6][CH:7]=1)[CH3:21], predict the reactants needed to synthesize it. The reactants are: [CH2:1]([NH:8][CH2:9][C@H:10]([OH:19])[CH2:11][O:12][C:13]1[CH:18]=[CH:17][CH:16]=[CH:15][CH:14]=1)[C:2]1[CH:7]=[CH:6][CH:5]=[CH:4][CH:3]=1.[CH2:20]([O:22][C:23](=[O:29])[CH2:24][CH2:25][CH2:26][CH2:27]Br)[CH3:21].C(=O)([O-])[O-].[K+].[K+]. (6) Given the product [CH3:1][N:2]([CH2:3][CH2:4][CH:5]1[CH2:6][CH2:7][N:8]([C:11]2[C:20]3[C:15](=[CH:16][CH:17]=[C:18]([O:21][CH3:22])[N:19]=3)[N:14]=[CH:13][CH:12]=2)[CH2:9][CH2:10]1)[C:57]([C:55]1[CH:54]=[CH:53][C:50]2[S:51][CH2:52][C:47](=[O:46])[NH:48][C:49]=2[N:56]=1)=[O:58], predict the reactants needed to synthesize it. The reactants are: [CH3:1][NH:2][CH2:3][CH2:4][CH:5]1[CH2:10][CH2:9][N:8]([C:11]2[C:20]3[C:15](=[CH:16][CH:17]=[C:18]([O:21][CH3:22])[N:19]=3)[N:14]=[CH:13][CH:12]=2)[CH2:7][CH2:6]1.C1C=CC2N(O)N=NC=2C=1.C(Cl)CCl.C(N(C(C)C)CC)(C)C.[O:46]=[C:47]1[CH2:52][S:51][C:50]2[CH:53]=[CH:54][C:55]([C:57](O)=[O:58])=[N:56][C:49]=2[NH:48]1.